From a dataset of Peptide-MHC class II binding affinity with 134,281 pairs from IEDB. Regression. Given a peptide amino acid sequence and an MHC pseudo amino acid sequence, predict their binding affinity value. This is MHC class II binding data. (1) The peptide sequence is RLGKEFIRCLALPFR. The MHC is DRB1_1101 with pseudo-sequence DRB1_1101. The binding affinity (normalized) is 0.820. (2) The peptide sequence is VHRGAVPRRGPRGGP. The MHC is DRB3_0202 with pseudo-sequence DRB3_0202. The binding affinity (normalized) is 0.